From a dataset of NCI-60 drug combinations with 297,098 pairs across 59 cell lines. Regression. Given two drug SMILES strings and cell line genomic features, predict the synergy score measuring deviation from expected non-interaction effect. Drug 1: C1=NC2=C(N=C(N=C2N1C3C(C(C(O3)CO)O)O)F)N. Drug 2: CC(C)CN1C=NC2=C1C3=CC=CC=C3N=C2N. Cell line: EKVX. Synergy scores: CSS=-0.565, Synergy_ZIP=-0.336, Synergy_Bliss=-2.09, Synergy_Loewe=-1.64, Synergy_HSA=-2.53.